From a dataset of Full USPTO retrosynthesis dataset with 1.9M reactions from patents (1976-2016). Predict the reactants needed to synthesize the given product. (1) Given the product [CH:24]1([NH:28][C:29]2[CH:34]=[C:33]([C:2]3[CH:11]=[CH:10][C:9]4[N:8]=[CH:7][C:6]5[N:12]([CH3:23])[C:13](=[O:22])[N:14]([C:15]6[C:16]([CH3:21])=[N:17][N:18]([CH3:20])[CH:19]=6)[C:5]=5[C:4]=4[CH:3]=3)[CH:32]=[N:31][CH:30]=2)[CH2:25][CH2:26][CH2:27]1, predict the reactants needed to synthesize it. The reactants are: Br[C:2]1[CH:11]=[CH:10][C:9]2[N:8]=[CH:7][C:6]3[N:12]([CH3:23])[C:13](=[O:22])[N:14]([C:15]4[C:16]([CH3:21])=[N:17][N:18]([CH3:20])[CH:19]=4)[C:5]=3[C:4]=2[CH:3]=1.[CH:24]1([NH:28][C:29]2[CH:30]=[N:31][CH:32]=[C:33](B3OC(C)(C)C(C)(C)O3)[CH:34]=2)[CH2:27][CH2:26][CH2:25]1. (2) Given the product [CH3:22][C:18]([CH3:23])([CH2:17][S:16][C:13]1[S:12][C:11]([NH:10][C:9]([N:8]([C@H:25]2[CH2:30][CH2:29][C@H:28]([CH3:31])[CH2:27][CH2:26]2)[CH2:7][CH2:6][O:5][CH2:4][C:3]2[CH:32]=[CH:33][CH:34]=[CH:35][C:2]=2[C:53]([F:63])([F:62])[F:52])=[O:24])=[N:15][CH:14]=1)[C:19]([OH:21])=[O:20], predict the reactants needed to synthesize it. The reactants are: Cl[C:2]1[CH:35]=[CH:34][CH:33]=[CH:32][C:3]=1[CH2:4][O:5][CH2:6][CH2:7][N:8]([C@H:25]1[CH2:30][CH2:29][C@H:28]([CH3:31])[CH2:27][CH2:26]1)[C:9](=[O:24])[NH:10][C:11]1[S:12][C:13]([S:16][CH2:17][C:18]([CH3:23])([CH3:22])[C:19]([OH:21])=[O:20])=[CH:14][N:15]=1.C(OC(=O)C(C)(C)CSC1SC(N)=NC=1)C.[F:52][C:53]([F:63])([F:62])C1C=CC=CC=1CBr. (3) The reactants are: [H-].[Na+].[CH3:3][O:4][C:5](=[O:8])OC.[F:9][C:10]1[CH:11]=[C:12]2[C:16](=[CH:17][CH:18]=1)[C:15](=O)[CH2:14][CH2:13]2.Cl. Given the product [CH3:3][O:4][C:5]([CH:14]1[CH2:13][C:12]2[C:16](=[CH:17][CH:18]=[C:10]([F:9])[CH:11]=2)[CH2:15]1)=[O:8], predict the reactants needed to synthesize it. (4) Given the product [CH3:15][C:16]1[CH:17]=[C:18]2[C:22](=[C:23]([CH3:25])[CH:24]=1)[NH:21][C:20]([C:26]([NH:1][C@@H:2]1[CH2:7][CH2:6][CH2:5][NH:4][CH2:3]1)=[O:27])=[CH:19]2, predict the reactants needed to synthesize it. The reactants are: [NH2:1][C@@H:2]1[CH2:7][CH2:6][CH2:5][N:4](C(OC(C)(C)C)=O)[CH2:3]1.[CH3:15][C:16]1[CH:17]=[C:18]2[C:22](=[C:23]([CH3:25])[CH:24]=1)[NH:21][C:20]([C:26](O)=[O:27])=[CH:19]2.N. (5) Given the product [Cl:1][C:2]1[CH:10]=[CH:9][C:8]([N+:11]([O-:13])=[O:12])=[CH:7][C:3]=1[CH2:4][OH:5], predict the reactants needed to synthesize it. The reactants are: [Cl:1][C:2]1[CH:10]=[CH:9][C:8]([N+:11]([O-:13])=[O:12])=[CH:7][C:3]=1[C:4](O)=[O:5].ClC1C=CC([N+]([O-])=O)=CC=1C=O.[BH4-].[Na+].Cl.